This data is from Reaction yield outcomes from USPTO patents with 853,638 reactions. The task is: Predict the reaction yield, written as a fraction of the theoretical maximum amount of product (1.0 means a 100% yield; for example, 0.34 means a 34% yield). (1) The reactants are [CH3:1][NH:2][CH3:3].Cl[C:5]1[CH:10]=[C:9]([CH3:11])[C:8]([N+:12]([O-:14])=[O:13])=[CH:7][N:6]=1. The catalyst is O1CCCC1. The product is [CH3:1][N:2]([CH3:3])[C:5]1[CH:10]=[C:9]([CH3:11])[C:8]([N+:12]([O-:14])=[O:13])=[CH:7][N:6]=1. The yield is 0.990. (2) The reactants are [C:1]1([C:7]2[NH:8][CH:9]=[C:10]([CH:12]=[O:13])[N:11]=2)[CH:6]=[CH:5][CH:4]=[CH:3][CH:2]=1.[H-].[Na+].[S:16]1[CH:20]=[CH:19][CH:18]=[C:17]1[S:21](Cl)(=[O:23])=[O:22].C(=O)([O-])O.[Na+]. The catalyst is O1CCCC1. The product is [C:1]1([C:7]2[N:8]([S:21]([C:17]3[S:16][CH:20]=[CH:19][CH:18]=3)(=[O:23])=[O:22])[CH:9]=[C:10]([CH:12]=[O:13])[N:11]=2)[CH:2]=[CH:3][CH:4]=[CH:5][CH:6]=1. The yield is 0.230. (3) The reactants are [CH3:1][NH:2][C:3]1[N:8]=[C:7]([N:9]2[CH2:14][CH2:13][N:12]([CH3:15])[CH2:11][CH2:10]2)[N:6]=[C:5]([NH:16][CH:17]2[CH2:22][CH2:21][CH:20]([C:23](O)=[O:24])[CH2:19][CH2:18]2)[N:4]=1.[Cl:26][C:27]1[CH:32]=[C:31]([Cl:33])[CH:30]=[CH:29][C:28]=1[CH2:34][NH2:35].CCN=C=NCCCN(C)C.Cl. The catalyst is CN(C1C=CN=CC=1)C.C(Cl)Cl. The product is [Cl:26][C:27]1[CH:32]=[C:31]([Cl:33])[CH:30]=[CH:29][C:28]=1[CH2:34][NH:35][C:23]([C@H:20]1[CH2:21][CH2:22][C@@H:17]([NH:16][C:5]2[N:4]=[C:3]([NH:2][CH3:1])[N:8]=[C:7]([N:9]3[CH2:14][CH2:13][N:12]([CH3:15])[CH2:11][CH2:10]3)[N:6]=2)[CH2:18][CH2:19]1)=[O:24]. The yield is 0.360. (4) The reactants are [H-].[Na+].[O:3]1[CH2:7][CH2:6][CH2:5][CH2:4]1.C1(O)CCC1.[CH2:13]([Sn:17]([CH2:24][CH2:25][CH2:26][CH3:27])([CH2:20][CH2:21][CH2:22][CH3:23])[CH2:18]I)[CH2:14][CH2:15][CH3:16]. The catalyst is O.CCCCCCC.CN(C)C=O. The product is [CH2:24]([Sn:17]([CH2:13][CH2:14][CH2:15][CH3:16])([CH2:20][CH2:21][CH2:22][CH3:23])[CH2:18][O:3][CH:7]1[CH2:6][CH2:5][CH2:4]1)[CH2:25][CH2:26][CH3:27]. The yield is 0.920. (5) The reactants are F[C:2]1[CH:9]=[CH:8][C:5]([C:6]#[N:7])=[CH:4][CH:3]=1.[Br:10][C:11]1[CH:16]=[CH:15][C:14]([OH:17])=[CH:13][CH:12]=1.C(=O)([O-])[O-].[K+].[K+]. The catalyst is CN(C=O)C. The product is [C:6]([C:5]1[CH:8]=[CH:9][C:2]([O:17][C:14]2[CH:15]=[CH:16][C:11]([Br:10])=[CH:12][CH:13]=2)=[CH:3][CH:4]=1)#[N:7]. The yield is 0.872.